From a dataset of Reaction yield outcomes from USPTO patents with 853,638 reactions. Predict the reaction yield, written as a fraction of the theoretical maximum amount of product (1.0 means a 100% yield; for example, 0.34 means a 34% yield). The reactants are [Br:1][C:2]1[CH:11]=[CH:10][C:5]([O:6][CH2:7][CH2:8][OH:9])=[CH:4][CH:3]=1.C(N(CC)CC)C.[Si:19](Cl)([C:22]([CH3:25])([CH3:24])[CH3:23])([CH3:21])[CH3:20]. The catalyst is ClCCl.CN(C)C1C=CN=CC=1. The product is [Br:1][C:2]1[CH:11]=[CH:10][C:5]([O:6][CH2:7][CH2:8][O:9][Si:19]([C:22]([CH3:25])([CH3:24])[CH3:23])([CH3:21])[CH3:20])=[CH:4][CH:3]=1. The yield is 0.980.